From a dataset of Forward reaction prediction with 1.9M reactions from USPTO patents (1976-2016). Predict the product of the given reaction. (1) Given the reactants [F:1][C:2]1[CH:3]=[C:4]([CH2:19][OH:20])[CH:5]=[CH:6][C:7]=1[O:8][C:9]1[CH:10]=[N:11][CH:12]=[C:13]([C:15]([F:18])([F:17])[F:16])[CH:14]=1.C(OC([N:28]1[C:36]2[N:31]([C:32](=[O:38])[N:33]=[C:34](Cl)[CH:35]=2)[CH2:30][C:29]1([CH3:40])[CH3:39])=O)(C)(C)C, predict the reaction product. The product is: [F:1][C:2]1[CH:3]=[C:4]([CH:5]=[CH:6][C:7]=1[O:8][C:9]1[CH:10]=[N:11][CH:12]=[C:13]([C:15]([F:16])([F:17])[F:18])[CH:14]=1)[CH2:19][O:20][C:34]1[CH:35]=[C:36]2[NH:28][C:29]([CH3:40])([CH3:39])[CH2:30][N:31]2[C:32](=[O:38])[N:33]=1. (2) Given the reactants [Cl:1][C:2]1[CH:7]=[C:6](F)[CH:5]=[CH:4][C:3]=1[N+:9]([O-:11])=[O:10].[N:12]1([C:18]([O:20][C:21]([CH3:24])([CH3:23])[CH3:22])=[O:19])[CH2:17][CH2:16][NH:15][CH2:14][CH2:13]1.C([O-])([O-])=O.[K+].[K+], predict the reaction product. The product is: [Cl:1][C:2]1[CH:7]=[C:6]([N:15]2[CH2:14][CH2:13][N:12]([C:18]([O:20][C:21]([CH3:24])([CH3:23])[CH3:22])=[O:19])[CH2:17][CH2:16]2)[CH:5]=[CH:4][C:3]=1[N+:9]([O-:11])=[O:10].